Dataset: HIV replication inhibition screening data with 41,000+ compounds from the AIDS Antiviral Screen. Task: Binary Classification. Given a drug SMILES string, predict its activity (active/inactive) in a high-throughput screening assay against a specified biological target. (1) The drug is COc1ccc(OC)c(C=C(C#N)c2ccccc2)c1. The result is 0 (inactive). (2) The compound is CCOC(=O)C1CC2COC(c3ccccc3)N2C1=O. The result is 0 (inactive). (3) The compound is Cc1nnc(N2C(=O)C(=Cc3ccc(Cl)cc3)N=C2c2ccc(Cl)cc2)nc1C=Cc1ccc(N(C)C)cc1. The result is 1 (active). (4) The drug is COc1c2c3c4c(c(OC)c(=O)c5c(O)cc(OC)c(c6c(OC)cc(O)c(c1=O)c63)c54)C(OC(C)=O)=C(C)C2. The result is 0 (inactive). (5) The molecule is Cc1cc(O)nc(CNC(=O)c2cccc(C(=O)NCc3cc(O)nc(C)n3)c2)n1. The result is 0 (inactive).